From a dataset of Peptide-MHC class II binding affinity with 134,281 pairs from IEDB. Regression. Given a peptide amino acid sequence and an MHC pseudo amino acid sequence, predict their binding affinity value. This is MHC class II binding data. The peptide sequence is TKWDNSFLEILY. The MHC is DRB1_1101 with pseudo-sequence DRB1_1101. The binding affinity (normalized) is 0.0331.